Predict the reactants needed to synthesize the given product. From a dataset of Full USPTO retrosynthesis dataset with 1.9M reactions from patents (1976-2016). (1) Given the product [CH3:32][S:29]([O:1][CH2:2][CH2:3][C:4]1[CH:5]=[CH:6][CH:7]=[C:8]2[C:12]=1[NH:11][CH:10]=[C:9]2[C:13](=[O:21])[CH2:14][C:15]1[CH:20]=[CH:19][CH:18]=[CH:17][CH:16]=1)(=[O:31])=[O:30], predict the reactants needed to synthesize it. The reactants are: [OH:1][CH2:2][CH2:3][C:4]1[CH:5]=[CH:6][CH:7]=[C:8]2[C:12]=1[NH:11][CH:10]=[C:9]2[C:13](=[O:21])[CH2:14][C:15]1[CH:20]=[CH:19][CH:18]=[CH:17][CH:16]=1.C(N(CC)CC)C.[S:29](Cl)([CH3:32])(=[O:31])=[O:30].O. (2) Given the product [C:1]([O:5][C:6](=[O:38])[NH:7][C@H:8]1[CH2:13][CH2:12][CH2:11][N:10]([C:14]2[CH:19]=[CH:18][C:17]([NH:20][C:21]3[C:30]4[C:25](=[CH:26][CH:27]=[C:28]([C:44]5[CH:43]=[C:42]([F:55])[C:41]([OH:56])=[C:40]([Cl:39])[CH:45]=5)[N:29]=4)[N:24]=[CH:23][C:22]=3[C:32]([CH:34]3[CH2:37][CH2:36][CH2:35]3)=[O:33])=[CH:16][N:15]=2)[CH2:9]1)([CH3:4])([CH3:3])[CH3:2], predict the reactants needed to synthesize it. The reactants are: [C:1]([O:5][C:6](=[O:38])[NH:7][C@H:8]1[CH2:13][CH2:12][CH2:11][N:10]([C:14]2[CH:19]=[CH:18][C:17]([NH:20][C:21]3[C:30]4[C:25](=[CH:26][CH:27]=[C:28](Cl)[N:29]=4)[N:24]=[CH:23][C:22]=3[C:32]([CH:34]3[CH2:37][CH2:36][CH2:35]3)=[O:33])=[CH:16][N:15]=2)[CH2:9]1)([CH3:4])([CH3:3])[CH3:2].[Cl:39][C:40]1[CH:45]=[C:44](B2OC(C)(C)C(C)(C)O2)[CH:43]=[C:42]([F:55])[C:41]=1[OH:56]. (3) The reactants are: [NH2:1][CH2:2][CH2:3][CH2:4][CH2:5][CH2:6][NH:7][C:8](=[O:24])[O:9][CH2:10][CH:11]1[C:23]2[CH:22]=[CH:21][CH:20]=[CH:19][C:18]=2[C:17]2[C:12]1=[CH:13][CH:14]=[CH:15][CH:16]=2.CN(C(ON1N=NC2C=CC=NC1=2)=[N+](C)C)C.F[P-](F)(F)(F)(F)F.[C:49]([O:53][C:54](=[O:65])[CH2:55][CH2:56][C:57]1([C:62](O)=[O:63])[CH2:61][CH2:60][CH2:59][CH2:58]1)([CH3:52])([CH3:51])[CH3:50].CCN(C(C)C)C(C)C. Given the product [CH:13]1[C:12]2[CH:11]([CH2:10][O:9][C:8]([NH:7][CH2:6][CH2:5][CH2:4][CH2:3][CH2:2][NH:1][C:62]([C:57]3([CH2:56][CH2:55][C:54]([O:53][C:49]([CH3:52])([CH3:51])[CH3:50])=[O:65])[CH2:61][CH2:60][CH2:59][CH2:58]3)=[O:63])=[O:24])[C:23]3[C:18](=[CH:19][CH:20]=[CH:21][CH:22]=3)[C:17]=2[CH:16]=[CH:15][CH:14]=1, predict the reactants needed to synthesize it.